From a dataset of Reaction yield outcomes from USPTO patents with 853,638 reactions. Predict the reaction yield, written as a fraction of the theoretical maximum amount of product (1.0 means a 100% yield; for example, 0.34 means a 34% yield). (1) The reactants are [F:1][C:2]1[CH:3]=[C:4]([NH:9][C:10]2[C:15]([C:16]([NH:18][C@@H:19]3[CH2:23][CH2:22][N:21]([C:24]([O:26][C:27]([CH3:30])([CH3:29])[CH3:28])=[O:25])[CH2:20]3)=[O:17])=[CH:14][C:13]([F:31])=[CH:12][N:11]=2)[CH:5]=[CH:6][C:7]=1[F:8].[C:32](N1C=CN=C1)(N1C=CN=C1)=[O:33].[H-].[Na+].O. The catalyst is CN1C(=O)CCC1. The product is [F:1][C:2]1[CH:3]=[C:4]([N:9]2[C:10]3[N:11]=[CH:12][C:13]([F:31])=[CH:14][C:15]=3[C:16](=[O:17])[N:18]([C@@H:19]3[CH2:23][CH2:22][N:21]([C:24]([O:26][C:27]([CH3:28])([CH3:30])[CH3:29])=[O:25])[CH2:20]3)[C:32]2=[O:33])[CH:5]=[CH:6][C:7]=1[F:8]. The yield is 0.450. (2) The reactants are [O:1]=[C:2]1[C:10]2([O:14][CH2:13][CH2:12][O:11]2)[C:9]2[C:4](=[CH:5][CH:6]=[C:7]([S:15]([N:18]3[CH2:22][CH2:21][CH2:20][C@H:19]3[CH2:23][O:24][O:25][CH3:26])(=[O:17])=[O:16])[CH:8]=2)[N:3]1[CH2:27][C:28]1([C:35]#[N:36])[CH2:34][CH2:33][CH2:32][CH2:31][CH2:30][CH2:29]1.[H][H]. The catalyst is [Ni].N.CCO. The product is [O:1]=[C:2]1[C:10]2([O:11][CH2:12][CH2:13][O:14]2)[C:9]2[C:4](=[CH:5][CH:6]=[C:7]([S:15]([N:18]3[CH2:22][CH2:21][CH2:20][C@H:19]3[CH2:23][O:24][O:25][CH3:26])(=[O:17])=[O:16])[CH:8]=2)[N:3]1[CH2:27][C:28]1([CH2:35][NH2:36])[CH2:34][CH2:33][CH2:32][CH2:31][CH2:30][CH2:29]1. The yield is 0.680. (3) The reactants are C[N:2](/[CH:4]=[C:5]1/[C:6](=O)[C:7]2[CH:8]=[N:9][C:10]([S:15][CH3:16])=[N:11][C:12]=2[CH2:13][CH2:14]/1)[CH3:3].[CH3:18][O:19][C:20]1[CH:32]=[CH:31][C:23]([CH2:24][N:25]2C(N)=[CH:28][CH:27]=[N:26]2)=[CH:22][CH:21]=1.FC(F)(F)C(O)=O. The catalyst is CO.C(O)(C)C. The product is [CH3:18][O:19][C:20]1[CH:32]=[CH:31][C:23]([CH2:24][N:25]2[C:3]3[N:2]=[CH:4][C:5]4[CH2:14][CH2:13][C:12]5[N:11]=[C:10]([S:15][CH3:16])[N:9]=[CH:8][C:7]=5[C:6]=4[C:28]=3[CH:27]=[N:26]2)=[CH:22][CH:21]=1. The yield is 0.240. (4) The reactants are [NH2:1][C:2]1[CH:11]=[CH:10][C:5]([C:6]([O:8][CH3:9])=[O:7])=[CH:4][CH:3]=1.C(N(C(C)C)CC)(C)C.[F:21][C:22]1[CH:30]=[C:29]([C:31]([F:34])([F:33])[F:32])[CH:28]=[C:27]([C:35]([F:38])([F:37])[F:36])[C:23]=1[C:24](Cl)=[O:25]. The catalyst is CN(C=O)C.ClCCl.C(OCC)(=O)C. The product is [F:21][C:22]1[CH:30]=[C:29]([C:31]([F:33])([F:34])[F:32])[CH:28]=[C:27]([C:35]([F:36])([F:37])[F:38])[C:23]=1[C:24]([NH:1][C:2]1[CH:3]=[CH:4][C:5]([C:6]([O:8][CH3:9])=[O:7])=[CH:10][CH:11]=1)=[O:25]. The yield is 0.330. (5) The reactants are Cl.[CH2:2]([CH:4]1[CH2:8][CH:7]([CH2:9][OH:10])[CH2:6][CH:5]1[C:11]([OH:13])=[O:12])[CH3:3].[CH3:14][CH2:15]O. No catalyst specified. The product is [CH2:2]([CH:4]1[CH2:8][CH:7]([CH2:9][OH:10])[CH2:6][CH:5]1[C:11]([O:13][CH2:14][CH3:15])=[O:12])[CH3:3]. The yield is 0.580. (6) The reactants are [CH3:1][C:2]1[CH2:7][C:6]2([CH2:12][CH2:11][CH2:10][CH2:9][CH2:8]2)[O:5][CH2:4][CH:3]=1.[H][H]. The catalyst is [Ni].C(O)(C)C. The product is [CH3:1][CH:2]1[CH2:7][C:6]2([CH2:12][CH2:11][CH2:10][CH2:9][CH2:8]2)[O:5][CH2:4][CH2:3]1. The yield is 0.930.